From a dataset of NCI-60 drug combinations with 297,098 pairs across 59 cell lines. Regression. Given two drug SMILES strings and cell line genomic features, predict the synergy score measuring deviation from expected non-interaction effect. (1) Drug 1: CC12CCC3C(C1CCC2O)C(CC4=C3C=CC(=C4)O)CCCCCCCCCS(=O)CCCC(C(F)(F)F)(F)F. Drug 2: B(C(CC(C)C)NC(=O)C(CC1=CC=CC=C1)NC(=O)C2=NC=CN=C2)(O)O. Cell line: MALME-3M. Synergy scores: CSS=56.1, Synergy_ZIP=0.411, Synergy_Bliss=-3.86, Synergy_Loewe=-43.1, Synergy_HSA=-4.60. (2) Drug 2: C1=NNC2=C1C(=O)NC=N2. Cell line: MCF7. Synergy scores: CSS=16.4, Synergy_ZIP=-11.1, Synergy_Bliss=-6.68, Synergy_Loewe=-12.9, Synergy_HSA=-4.71. Drug 1: C1=C(C(=O)NC(=O)N1)N(CCCl)CCCl. (3) Drug 1: COC1=CC(=CC(=C1O)OC)C2C3C(COC3=O)C(C4=CC5=C(C=C24)OCO5)OC6C(C(C7C(O6)COC(O7)C8=CC=CS8)O)O. Drug 2: C1CC(=O)NC(=O)C1N2C(=O)C3=CC=CC=C3C2=O. Cell line: MDA-MB-435. Synergy scores: CSS=14.6, Synergy_ZIP=-2.90, Synergy_Bliss=0.596, Synergy_Loewe=-8.08, Synergy_HSA=-1.38. (4) Drug 1: C1=C(C(=O)NC(=O)N1)N(CCCl)CCCl. Drug 2: CC1C(C(CC(O1)OC2CC(OC(C2O)C)OC3=CC4=CC5=C(C(=O)C(C(C5)C(C(=O)C(C(C)O)O)OC)OC6CC(C(C(O6)C)O)OC7CC(C(C(O7)C)O)OC8CC(C(C(O8)C)O)(C)O)C(=C4C(=C3C)O)O)O)O. Cell line: HCT116. Synergy scores: CSS=31.7, Synergy_ZIP=4.25, Synergy_Bliss=4.29, Synergy_Loewe=4.78, Synergy_HSA=4.91. (5) Drug 1: C1=NC2=C(N=C(N=C2N1C3C(C(C(O3)CO)O)F)Cl)N. Drug 2: C1CCC(C(C1)N)N.C(=O)(C(=O)[O-])[O-].[Pt+4]. Cell line: COLO 205. Synergy scores: CSS=47.9, Synergy_ZIP=-4.01, Synergy_Bliss=-5.33, Synergy_Loewe=2.07, Synergy_HSA=3.45.